Dataset: Reaction yield outcomes from USPTO patents with 853,638 reactions. Task: Predict the reaction yield, written as a fraction of the theoretical maximum amount of product (1.0 means a 100% yield; for example, 0.34 means a 34% yield). (1) The reactants are Cl[C:2]1[N:9]=[C:8]([CH3:10])[CH:7]=[CH:6][C:3]=1[C:4]#[N:5].[H-].[Na+].[CH:13]([OH:16])([CH3:15])[CH3:14]. No catalyst specified. The product is [CH:13]([O:16][C:2]1[C:3]([C:4]#[N:5])=[CH:6][CH:7]=[C:8]([CH3:10])[N:9]=1)([CH3:15])[CH3:14]. The yield is 1.00. (2) The reactants are C(NC(C)C)(C)C.C([Li])CCC.[Cl:13][C:14]1[CH:19]=[CH:18][N:17]=[C:16]2[CH:20]=[CH:21][S:22][C:15]=12.[Br:23]C(F)(F)C(Br)(F)F. The catalyst is CCCCCC.O.O1CCCC1. The product is [Br:23][C:21]1[S:22][C:15]2[C:16](=[N:17][CH:18]=[CH:19][C:14]=2[Cl:13])[CH:20]=1. The yield is 0.740. (3) The reactants are [CH:1]1([C:7]([CH:17]2[CH2:22][CH2:21][CH2:20][CH2:19][CH2:18]2)(O)[CH2:8][CH2:9][C:10]2[CH:15]=[CH:14][CH:13]=[CH:12][CH:11]=2)[CH2:6][CH2:5][CH2:4][CH2:3][CH2:2]1.C(N(CC)CC)C.CS(Cl)(=O)=O. The catalyst is ClCCl. The product is [CH:17]1([C:7]([CH:1]2[CH2:6][CH2:5][CH2:4][CH2:3][CH2:2]2)=[CH:8][CH2:9][C:10]2[CH:11]=[CH:12][CH:13]=[CH:14][CH:15]=2)[CH2:18][CH2:19][CH2:20][CH2:21][CH2:22]1. The yield is 0.890. (4) The reactants are [Cl:1][C:2]1[CH:3]=[C:4]([CH:8]=[C:9]([Cl:12])[C:10]=1[OH:11])[C:5]([OH:7])=O.[NH:13]1[CH2:18][CH2:17][CH2:16][C@@H:15]2[C:19]3[CH:20]=[CH:21][CH:22]=[CH:23][C:24]=3[CH2:25][C@H:14]12.F[P-](F)(F)(F)(F)F.N1(OC(N(C)C)=[N+](C)C)C2N=CC=CC=2N=N1. No catalyst specified. The product is [Cl:12][C:9]1[CH:8]=[C:4]([C:5]([N:13]2[CH2:18][CH2:17][CH2:16][C@@H:15]3[C:19]4[CH:20]=[CH:21][CH:22]=[CH:23][C:24]=4[CH2:25][C@H:14]23)=[O:7])[CH:3]=[C:2]([Cl:1])[C:10]=1[OH:11]. The yield is 0.320.